Regression. Given two drug SMILES strings and cell line genomic features, predict the synergy score measuring deviation from expected non-interaction effect. From a dataset of NCI-60 drug combinations with 297,098 pairs across 59 cell lines. (1) Drug 1: CC12CCC(CC1=CCC3C2CCC4(C3CC=C4C5=CN=CC=C5)C)O. Drug 2: CN(C(=O)NC(C=O)C(C(C(CO)O)O)O)N=O. Cell line: MDA-MB-231. Synergy scores: CSS=8.93, Synergy_ZIP=-3.63, Synergy_Bliss=-5.38, Synergy_Loewe=-3.79, Synergy_HSA=-3.79. (2) Drug 1: C1=CC=C(C(=C1)C(C2=CC=C(C=C2)Cl)C(Cl)Cl)Cl. Drug 2: CC1CCC2CC(C(=CC=CC=CC(CC(C(=O)C(C(C(=CC(C(=O)CC(OC(=O)C3CCCCN3C(=O)C(=O)C1(O2)O)C(C)CC4CCC(C(C4)OC)O)C)C)O)OC)C)C)C)OC. Cell line: T-47D. Synergy scores: CSS=6.06, Synergy_ZIP=5.14, Synergy_Bliss=5.37, Synergy_Loewe=2.63, Synergy_HSA=2.12. (3) Cell line: EKVX. Drug 1: CC12CCC(CC1=CCC3C2CCC4(C3CC=C4C5=CN=CC=C5)C)O. Synergy scores: CSS=2.95, Synergy_ZIP=0.880, Synergy_Bliss=2.73, Synergy_Loewe=-0.284, Synergy_HSA=0.0686. Drug 2: C1=NC(=NC(=O)N1C2C(C(C(O2)CO)O)O)N. (4) Drug 1: C1=CC(=CC=C1CC(C(=O)O)N)N(CCCl)CCCl.Cl. Drug 2: C1CN(CCN1C(=O)CCBr)C(=O)CCBr. Cell line: RXF 393. Synergy scores: CSS=23.1, Synergy_ZIP=-2.48, Synergy_Bliss=2.73, Synergy_Loewe=1.26, Synergy_HSA=2.77. (5) Drug 1: CCCCCOC(=O)NC1=NC(=O)N(C=C1F)C2C(C(C(O2)C)O)O. Drug 2: CC(C)(C#N)C1=CC(=CC(=C1)CN2C=NC=N2)C(C)(C)C#N. Cell line: HL-60(TB). Synergy scores: CSS=9.13, Synergy_ZIP=-8.21, Synergy_Bliss=-9.56, Synergy_Loewe=-5.06, Synergy_HSA=-4.88. (6) Drug 1: C1=CC=C(C(=C1)C(C2=CC=C(C=C2)Cl)C(Cl)Cl)Cl. Drug 2: C1=NC2=C(N=C(N=C2N1C3C(C(C(O3)CO)O)F)Cl)N. Cell line: SK-MEL-5. Synergy scores: CSS=13.6, Synergy_ZIP=-3.21, Synergy_Bliss=5.34, Synergy_Loewe=-17.2, Synergy_HSA=3.30.